Dataset: Peptide-MHC class II binding affinity with 134,281 pairs from IEDB. Task: Regression. Given a peptide amino acid sequence and an MHC pseudo amino acid sequence, predict their binding affinity value. This is MHC class II binding data. (1) The peptide sequence is LIINWLQEALSSASL. The MHC is DRB4_0101 with pseudo-sequence DRB4_0103. The binding affinity (normalized) is 0.772. (2) The peptide sequence is YDKFLANVSTVLTFK. The MHC is DRB3_0202 with pseudo-sequence DRB3_0202. The binding affinity (normalized) is 1.00. (3) The peptide sequence is FTSLEYIEAAKWLLP. The MHC is HLA-DQA10401-DQB10402 with pseudo-sequence HLA-DQA10401-DQB10402. The binding affinity (normalized) is 0.276. (4) The peptide sequence is LLKLTVAVGLHFHEM. The MHC is HLA-DQA10201-DQB10301 with pseudo-sequence HLA-DQA10201-DQB10301. The binding affinity (normalized) is 0.406. (5) The binding affinity (normalized) is 0.600. The MHC is DRB5_0101 with pseudo-sequence DRB5_0101. The peptide sequence is GELQIVDIIDAAFKI. (6) The peptide sequence is KLDLTILGLAAEWVL. The MHC is DRB5_0101 with pseudo-sequence DRB5_0101. The binding affinity (normalized) is 0.227. (7) The peptide sequence is LGGLWKTVSPRLSPI. The MHC is HLA-DQA10101-DQB10501 with pseudo-sequence HLA-DQA10101-DQB10501. The binding affinity (normalized) is 0.119. (8) The peptide sequence is TTAAGAASGAATVAA. The MHC is HLA-DPA10201-DPB10501 with pseudo-sequence HLA-DPA10201-DPB10501. The binding affinity (normalized) is 0.123. (9) The peptide sequence is IFFMSPKGISRMSMA. The MHC is DRB1_0701 with pseudo-sequence DRB1_0701. The binding affinity (normalized) is 0.510. (10) The peptide sequence is FLLMYEMHRESLLKS. The MHC is DRB1_0701 with pseudo-sequence DRB1_0701. The binding affinity (normalized) is 0.717.